Task: Predict the reaction yield, written as a fraction of the theoretical maximum amount of product (1.0 means a 100% yield; for example, 0.34 means a 34% yield).. Dataset: Reaction yield outcomes from USPTO patents with 853,638 reactions (1) The reactants are [N:1]1[NH:2][N:3]=[N:4][C:5]=1[C:6]1[CH:13]=[CH:12][C:9]([CH:10]=O)=[CH:8][CH:7]=1.[C:14]1([CH2:20][C:21]([C:23]2[CH:24]=[N:25][CH:26]=[CH:27][CH:28]=2)=O)[CH:19]=[CH:18][CH:17]=[CH:16][CH:15]=1.[NH2:29][C:30]([NH2:32])=[O:31].Cl. The catalyst is CCO. The product is [N:1]1[NH:2][N:3]=[N:4][C:5]=1[C:6]1[CH:13]=[CH:12][C:9]([CH:10]2[C:20]([C:14]3[CH:19]=[CH:18][CH:17]=[CH:16][CH:15]=3)=[C:21]([C:23]3[CH:24]=[N:25][CH:26]=[CH:27][CH:28]=3)[NH:32][C:30](=[O:31])[NH:29]2)=[CH:8][CH:7]=1. The yield is 0.250. (2) The reactants are C([Cl:4])(=O)C.[N:5]1[CH:6]=[N:7][N:8]2[CH2:13][CH2:12][N:11]([CH:14]3[CH2:31][CH2:30][C:17]4([CH2:22][CH2:21][N:20](C(OC(C)(C)C)=O)[CH2:19][CH2:18]4)[CH2:16][CH2:15]3)[CH2:10][C:9]=12. The catalyst is C(O)C. The product is [ClH:4].[ClH:4].[CH2:18]1[C:17]2([CH2:30][CH2:31][CH:14]([N:11]3[CH2:12][CH2:13][N:8]4[N:7]=[CH:6][N:5]=[C:9]4[CH2:10]3)[CH2:15][CH2:16]2)[CH2:22][CH2:21][NH:20][CH2:19]1. The yield is 0.910. (3) The reactants are NC1NN=C(C)C=1C1SC2C([S:17](Cl)(=[O:19])=[O:18])=CC=C(F)C=2N=1.[F:22][C:23]1[C:28]2[N:29]=[C:30]([C:32]3[C:36]([CH3:37])=[N:35][NH:34][C:33]=3[NH2:38])[S:31][C:27]=2[CH:26]=[CH:25][CH:24]=1.[NH3:39]. The catalyst is C(O)C. The product is [NH2:38][C:33]1[NH:34][N:35]=[C:36]([CH3:37])[C:32]=1[C:30]1[S:31][C:27]2[CH:26]=[C:25]([S:17]([NH2:39])(=[O:19])=[O:18])[CH:24]=[C:23]([F:22])[C:28]=2[N:29]=1. The yield is 0.720. (4) The reactants are [C:1]([OH:5])(=O)[CH2:2][OH:3].Cl.[Cl:7][C:8]1[CH:9]=[C:10]([NH:22][C:23]2[C:32]3[C:27](=[CH:28][CH:29]=[CH:30][C:31]=3[O:33][CH2:34][C@H:35]3[CH2:40][NH:39][CH2:38][CH2:37][N:36]3[CH3:41])[N:26]=[CH:25][N:24]=2)[CH:11]=[CH:12][C:13]=1[O:14][CH2:15][C:16]1[CH:21]=[CH:20][CH:19]=[CH:18][N:17]=1. No catalyst specified. The product is [Cl:7][C:8]1[CH:9]=[C:10]([NH:22][C:23]2[C:32]3[C:27](=[CH:28][CH:29]=[CH:30][C:31]=3[O:33][CH2:34][C@@H:35]3[N:36]([CH3:41])[CH2:37][CH2:38][N:39]([C:1](=[O:5])[CH2:2][OH:3])[CH2:40]3)[N:26]=[CH:25][N:24]=2)[CH:11]=[CH:12][C:13]=1[O:14][CH2:15][C:16]1[CH:21]=[CH:20][CH:19]=[CH:18][N:17]=1. The yield is 0.280. (5) The reactants are [N+:1]([C:4]1[CH:9]=[CH:8][C:7]([CH2:10][S:11]([N:14]([CH3:16])[CH3:15])(=[O:13])=[O:12])=[CH:6][CH:5]=1)([O-])=O.[OH-].[K+]. The catalyst is Cl.C(O)C.O.[Pd]. The product is [NH2:1][C:4]1[CH:9]=[CH:8][C:7]([CH2:10][S:11]([N:14]([CH3:16])[CH3:15])(=[O:13])=[O:12])=[CH:6][CH:5]=1. The yield is 0.830. (6) The reactants are [N+:1]([C:4]1[CH:16]=[CH:15][C:7]([CH2:8][C:9]2[CH:14]=[CH:13][N:12]=[CH:11][CH:10]=2)=[CH:6][CH:5]=1)([O-])=O. The catalyst is CCO.[Pd]. The product is [N:12]1[CH:13]=[CH:14][C:9]([CH2:8][C:7]2[CH:6]=[CH:5][C:4]([NH2:1])=[CH:16][CH:15]=2)=[CH:10][CH:11]=1. The yield is 0.900.